Regression. Given a peptide amino acid sequence and an MHC pseudo amino acid sequence, predict their binding affinity value. This is MHC class I binding data. From a dataset of Peptide-MHC class I binding affinity with 185,985 pairs from IEDB/IMGT. (1) The peptide sequence is IAMENLKAML. The MHC is HLA-A02:01 with pseudo-sequence HLA-A02:01. The binding affinity (normalized) is 0.398. (2) The peptide sequence is RELIFQVW. The MHC is Mamu-A11 with pseudo-sequence Mamu-A11. The binding affinity (normalized) is 0.361. (3) The peptide sequence is SKFWYLEHAK. The MHC is HLA-A03:01 with pseudo-sequence HLA-A03:01. The binding affinity (normalized) is 0.0901. (4) The peptide sequence is EKLKKKSAF. The MHC is HLA-A69:01 with pseudo-sequence HLA-A69:01. The binding affinity (normalized) is 0.0847.